From a dataset of NCI-60 drug combinations with 297,098 pairs across 59 cell lines. Regression. Given two drug SMILES strings and cell line genomic features, predict the synergy score measuring deviation from expected non-interaction effect. (1) Drug 1: COC1=CC(=CC(=C1O)OC)C2C3C(COC3=O)C(C4=CC5=C(C=C24)OCO5)OC6C(C(C7C(O6)COC(O7)C8=CC=CS8)O)O. Drug 2: CN(CCCl)CCCl.Cl. Cell line: SF-268. Synergy scores: CSS=29.9, Synergy_ZIP=2.20, Synergy_Bliss=5.62, Synergy_Loewe=-2.21, Synergy_HSA=5.28. (2) Drug 1: C1CCC(CC1)NC(=O)N(CCCl)N=O. Drug 2: CN1C(=O)N2C=NC(=C2N=N1)C(=O)N. Cell line: SF-268. Synergy scores: CSS=22.4, Synergy_ZIP=4.79, Synergy_Bliss=9.11, Synergy_Loewe=-0.163, Synergy_HSA=7.83. (3) Drug 1: C1CCC(C1)C(CC#N)N2C=C(C=N2)C3=C4C=CNC4=NC=N3. Drug 2: CC1=C(C(CCC1)(C)C)C=CC(=CC=CC(=CC(=O)O)C)C. Cell line: UACC-257. Synergy scores: CSS=-4.15, Synergy_ZIP=1.75, Synergy_Bliss=-0.877, Synergy_Loewe=-4.99, Synergy_HSA=-4.05. (4) Drug 1: CC1=C2C(C(=O)C3(C(CC4C(C3C(C(C2(C)C)(CC1OC(=O)C(C(C5=CC=CC=C5)NC(=O)C6=CC=CC=C6)O)O)OC(=O)C7=CC=CC=C7)(CO4)OC(=O)C)O)C)OC(=O)C. Drug 2: CNC(=O)C1=NC=CC(=C1)OC2=CC=C(C=C2)NC(=O)NC3=CC(=C(C=C3)Cl)C(F)(F)F. Cell line: HOP-92. Synergy scores: CSS=7.76, Synergy_ZIP=4.78, Synergy_Bliss=9.87, Synergy_Loewe=9.00, Synergy_HSA=9.46.